Dataset: Full USPTO retrosynthesis dataset with 1.9M reactions from patents (1976-2016). Task: Predict the reactants needed to synthesize the given product. (1) Given the product [CH:10]1([CH:13]([NH:9][CH2:8][C:4]2[CH:5]=[CH:6][CH:7]=[C:2]([F:1])[CH:3]=2)[CH3:14])[CH2:12][CH2:11]1, predict the reactants needed to synthesize it. The reactants are: [F:1][C:2]1[CH:3]=[C:4]([CH2:8][NH2:9])[CH:5]=[CH:6][CH:7]=1.[CH:10]1([C:13](=O)[CH3:14])[CH2:12][CH2:11]1.[BH4-].[Na+]. (2) Given the product [NH2:35][CH2:13][C@@H:11]([OH:12])[C@@H:10]([NH:14][C:15](=[O:24])[C:49]1[CH:48]=[C:44]([CH3:45])[CH:43]=[C:42]([C:40]([N:39]([CH2:53][CH2:54][CH3:55])[CH2:36][CH2:37][CH3:38])=[O:41])[CH:50]=1)[CH2:9][C:4]1[CH:5]=[C:6]([F:8])[CH:7]=[C:2]([F:1])[CH:3]=1, predict the reactants needed to synthesize it. The reactants are: [F:1][C:2]1[CH:3]=[C:4]([CH2:9][C@H:10]([NH:14][C:15](=[O:24])OCC2C=CC=CC=2)[C@H:11]2[CH2:13][O:12]2)[CH:5]=[C:6]([F:8])[CH:7]=1.[C@@H]1([NH2:35])C2C(=CC=CC=2)CCC1.[CH2:36]([N:39]([CH2:53][CH2:54][CH3:55])[C:40]([C:42]1[CH:43]=[C:44]([CH:48]=[C:49](CC)[CH:50]=1)[C:45](O)=O)=[O:41])[CH2:37][CH3:38]. (3) Given the product [CH3:26][S:27]([O:1][C@@H:2]1[CH2:7][N:6]([C:8]([O:10][C:11]([CH3:12])([CH3:13])[CH3:14])=[O:9])[C@H:5]([C:15]([O:17][CH3:18])=[O:16])[CH2:4][CH2:3]1)(=[O:29])=[O:28], predict the reactants needed to synthesize it. The reactants are: [OH:1][C@@H:2]1[CH2:7][N:6]([C:8]([O:10][C:11]([CH3:14])([CH3:13])[CH3:12])=[O:9])[C@H:5]([C:15]([O:17][CH3:18])=[O:16])[CH2:4][CH2:3]1.C(N(CC)CC)C.[CH3:26][S:27](Cl)(=[O:29])=[O:28]. (4) Given the product [N:20]1([C:18]([C:15]2[CH:14]=[CH:13][C:12]([C:9]3[CH:10]=[CH:11][C:6]4[N:7]([C:3]([C:1]#[C:2][C:27]5[CH:32]=[CH:31][N:30]=[C:29]([NH:33][C:34](=[O:36])[CH3:35])[CH:28]=5)=[CH:4][N:5]=4)[N:8]=3)=[CH:17][CH:16]=2)=[O:19])[CH2:21][CH2:22][O:23][CH2:24][CH2:25]1, predict the reactants needed to synthesize it. The reactants are: [C:1]([C:3]1[N:7]2[N:8]=[C:9]([C:12]3[CH:17]=[CH:16][C:15]([C:18]([N:20]4[CH2:25][CH2:24][O:23][CH2:22][CH2:21]4)=[O:19])=[CH:14][CH:13]=3)[CH:10]=[CH:11][C:6]2=[N:5][CH:4]=1)#[CH:2].Br[C:27]1[CH:32]=[CH:31][N:30]=[C:29]([NH:33][C:34](=[O:36])[CH3:35])[CH:28]=1. (5) Given the product [OH:22][CH2:21][C@H:20]([NH:19][CH2:2][C:3]([NH:5][C:6]1[CH:11]=[C:10]([N+:12]([O-:14])=[O:13])[CH:9]=[C:8]([S:15]([CH3:18])(=[O:17])=[O:16])[CH:7]=1)=[O:4])[CH2:23][CH3:24], predict the reactants needed to synthesize it. The reactants are: Cl[CH2:2][C:3]([NH:5][C:6]1[CH:11]=[C:10]([N+:12]([O-:14])=[O:13])[CH:9]=[C:8]([S:15]([CH3:18])(=[O:17])=[O:16])[CH:7]=1)=[O:4].[NH2:19][C@H:20]([CH2:23][CH3:24])[CH2:21][OH:22]. (6) Given the product [CH2:10]([CH:9]([CH2:8][CH2:7][CH2:6][CH3:5])[CH2:12][O:13][P:14]([O-:1])([O:16][CH2:17][CH:18]([CH2:19][CH3:20])[CH2:21][CH2:22][CH2:23][CH3:24])=[O:15])[CH3:11].[Nd+:2], predict the reactants needed to synthesize it. The reactants are: [OH-:1].[Nd+3:2].[OH-].[OH-].[CH3:5][CH2:6][CH2:7][CH2:8][CH:9]([CH2:12][O:13][PH:14]([O:16][CH2:17][CH:18]([CH2:21][CH2:22][CH2:23][CH3:24])[CH2:19][CH3:20])=[O:15])[CH2:10][CH3:11]. (7) Given the product [CH2:1]([O:8][C:9]1[C:10]([O:20][CH3:21])=[C:11]([CH:12]([OH:13])[CH2:27][N+:24]([O-:26])=[O:25])[C:14]([N+:17]([O-:19])=[O:18])=[CH:15][CH:16]=1)[C:2]1[CH:3]=[CH:4][CH:5]=[CH:6][CH:7]=1, predict the reactants needed to synthesize it. The reactants are: [CH2:1]([O:8][C:9]1[C:10]([O:20][CH3:21])=[C:11]([C:14]([N+:17]([O-:19])=[O:18])=[CH:15][CH:16]=1)[CH:12]=[O:13])[C:2]1[CH:7]=[CH:6][CH:5]=[CH:4][CH:3]=1.[F-].[K+].[N+:24]([CH3:27])([O-:26])=[O:25].O. (8) Given the product [NH2:1][C:2]1[C:7]([C:8]([C:10]2[CH:11]=[N:12][CH:13]=[CH:14][CH:15]=2)=[O:9])=[CH:6][C:5]([Br:22])=[CH:4][N:3]=1, predict the reactants needed to synthesize it. The reactants are: [NH2:1][C:2]1[C:7]([C:8]([C:10]2[CH:11]=[N:12][CH:13]=[CH:14][CH:15]=2)=[O:9])=[CH:6][CH:5]=[CH:4][N:3]=1.C([O-])([O-])=O.[Na+].[Na+].[Br:22]Br.CO. (9) Given the product [F:11][C:9]1[CH:8]=[C:4]([CH:3]=[C:2]([C:15]2[CH:16]=[CH:17][N:12]=[CH:13][CH:14]=2)[CH:10]=1)[C:5]([OH:7])=[O:6], predict the reactants needed to synthesize it. The reactants are: Br[C:2]1[CH:3]=[C:4]([CH:8]=[C:9]([F:11])[CH:10]=1)[C:5]([OH:7])=[O:6].[N:12]1[CH:17]=[CH:16][C:15](B(O)O)=[CH:14][CH:13]=1.C(=O)([O-])[O-].[K+].[K+].